This data is from Acute oral toxicity (LD50) regression data from Zhu et al.. The task is: Regression/Classification. Given a drug SMILES string, predict its toxicity properties. Task type varies by dataset: regression for continuous values (e.g., LD50, hERG inhibition percentage) or binary classification for toxic/non-toxic outcomes (e.g., AMES mutagenicity, cardiotoxicity, hepatotoxicity). Dataset: ld50_zhu. (1) The compound is CC=C(C)C(=O)OC1C(OC(C)=O)C2(CO)C(O)CC3(C)C(=CCC4C5(C)CCC(OC6OC(C(=O)O)C(OC7OC(CO)C(O)C(O)C7O)C(O)C6OC6OC(CO)C(O)C(O)C6O)C(C)(CO)C5CCC43C)C2CC1(C)C. The rat oral LD50 is 3.20, given as -log10 of the dose in mol/kg body weight (higher means more acutely toxic). (2) The rat oral LD50 is 3.66, given as -log10 of the dose in mol/kg body weight (higher means more acutely toxic). The drug is S=C(Nc1ccccc1)Nc1ccccc1. (3) The drug is CCCCNC(=O)OCC(C)(CCC)COC(N)=O. The rat oral LD50 is 2.42, given as -log10 of the dose in mol/kg body weight (higher means more acutely toxic). (4) The rat oral LD50 is 5.19, given as -log10 of the dose in mol/kg body weight (higher means more acutely toxic). The molecule is CN(C)P(=O)(F)N(C)C. (5) The molecule is CCC(C)CO. The rat oral LD50 is 1.95, given as -log10 of the dose in mol/kg body weight (higher means more acutely toxic). (6) The drug is C#CCOc1ccc(N)cc1C(=O)NCCCC. The rat oral LD50 is 2.46, given as -log10 of the dose in mol/kg body weight (higher means more acutely toxic). (7) The compound is NC(=O)Nc1ccccc1. The rat oral LD50 is 1.83, given as -log10 of the dose in mol/kg body weight (higher means more acutely toxic).